This data is from Reaction yield outcomes from USPTO patents with 853,638 reactions. The task is: Predict the reaction yield, written as a fraction of the theoretical maximum amount of product (1.0 means a 100% yield; for example, 0.34 means a 34% yield). (1) The reactants are Br[C:2]1[CH:14]=[CH:13][C:5]2[C:6](=[O:12])[N:7]([CH3:11])[CH2:8][CH2:9][CH2:10][C:4]=2[CH:3]=1.[C:15](=[O:22])([O:17][C:18]([CH3:21])([CH3:20])[CH3:19])[NH2:16].C([O-])([O-])=O.[Cs+].[Cs+]. The catalyst is O1CCOCC1.C1C=CC(/C=C/C(/C=C/C2C=CC=CC=2)=O)=CC=1.C1C=CC(/C=C/C(/C=C/C2C=CC=CC=2)=O)=CC=1.[Pd].CC1(C)C2C(=C(P(C3C=CC=CC=3)C3C=CC=CC=3)C=CC=2)OC2C(P(C3C=CC=CC=3)C3C=CC=CC=3)=CC=CC1=2. The product is [CH3:11][N:7]1[CH2:8][CH2:9][CH2:10][C:4]2[CH:3]=[C:2]([NH:16][C:15](=[O:22])[O:17][C:18]([CH3:21])([CH3:20])[CH3:19])[CH:14]=[CH:13][C:5]=2[C:6]1=[O:12]. The yield is 0.440. (2) The reactants are Cl[C:2]1[N:7]=[C:6]([N:8]2[CH2:13][CH2:12][O:11][CH2:10][CH2:9]2)[N:5]=[C:4]([N:14]2[CH2:19][CH2:18][O:17][CH2:16][CH2:15]2)[N:3]=1.CC1(C)C(C)(C)OB([C:28]2[CH:33]=[CH:32][C:31]([CH2:34][C:35]([OH:37])=[O:36])=[CH:30][CH:29]=2)O1.C(=O)([O-])[O-].[Na+].[Na+]. The catalyst is COCCOC.C(OCC)(=O)C.[Pd].C1(P(C2C=CC=CC=2)C2C=CC=CC=2)C=CC=CC=1.C1(P(C2C=CC=CC=2)C2C=CC=CC=2)C=CC=CC=1.C1(P(C2C=CC=CC=2)C2C=CC=CC=2)C=CC=CC=1.C1(P(C2C=CC=CC=2)C2C=CC=CC=2)C=CC=CC=1. The product is [O:17]1[CH2:18][CH2:19][N:14]([C:4]2[N:5]=[C:6]([N:8]3[CH2:13][CH2:12][O:11][CH2:10][CH2:9]3)[N:7]=[C:2]([C:28]3[CH:33]=[CH:32][C:31]([CH2:34][C:35]([OH:37])=[O:36])=[CH:30][CH:29]=3)[N:3]=2)[CH2:15][CH2:16]1. The yield is 0.180.